This data is from Full USPTO retrosynthesis dataset with 1.9M reactions from patents (1976-2016). The task is: Predict the reactants needed to synthesize the given product. Given the product [CH2:22]([C:21]1[C:20]2[CH:27]=[CH:28][CH:29]=[CH:30][C:19]=2[O:18][C:17]=1[C:12]1[CH:13]=[C:14]2[C:9](=[CH:10][CH:11]=1)[CH:8]=[C:7]([O:6][CH2:5][C:4]([OH:31])=[O:3])[CH:16]=[CH:15]2)[CH2:23][CH2:24][CH2:25][CH3:26], predict the reactants needed to synthesize it. The reactants are: C([O:3][C:4](=[O:31])[CH2:5][O:6][C:7]1[CH:16]=[CH:15][C:14]2[C:9](=[CH:10][CH:11]=[C:12]([C:17]3[O:18][C:19]4[CH:30]=[CH:29][CH:28]=[CH:27][C:20]=4[C:21]=3[CH2:22][CH2:23][CH2:24][CH2:25][CH3:26])[CH:13]=2)[CH:8]=1)C.[OH-].[K+].